Dataset: Full USPTO retrosynthesis dataset with 1.9M reactions from patents (1976-2016). Task: Predict the reactants needed to synthesize the given product. (1) Given the product [NH2:29][C:28]1[N:13]([C:3]2[C:2]([Cl:1])=[CH:7][C:6]([C:8]([F:9])([F:11])[F:10])=[CH:5][C:4]=2[Cl:12])[N:14]=[C:24]([C:25]#[N:26])[CH:27]=1, predict the reactants needed to synthesize it. The reactants are: [Cl:1][C:2]1[CH:7]=[C:6]([C:8]([F:11])([F:10])[F:9])[CH:5]=[C:4]([Cl:12])[C:3]=1[NH:13][NH2:14].N1C(C)=CC=CC=1C.Cl/[C:24](=[CH:27]/[C:28]#[N:29])/[C:25]#[N:26].Cl/C(=C\C#N)/C#N. (2) Given the product [S:1]1[C:2]([CH:18]=[O:19])=[CH:3][C:4]2[CH:9]=[CH:8][CH:7]=[CH:6][C:5]1=2, predict the reactants needed to synthesize it. The reactants are: [S:1]1[C:5]2[CH:6]=[CH:7][CH:8]=[CH:9][C:4]=2[CH:3]=[CH:2]1.C([Li])CCC.CN([CH:18]=[O:19])C. (3) The reactants are: [F:1][C:2]1[CH:7]=[CH:6][CH:5]=[C:4]([F:8])[C:3]=1[N:9]1[C:14]2[N:15]=[C:16](S(C)(=O)=O)[N:17]=[C:18]([C:19]3[CH:20]=[C:21]([NH:26][C:27](=[O:36])[C:28]4[CH:33]=[CH:32][C:31]([CH3:34])=[C:30]([F:35])[CH:29]=4)[CH:22]=[CH:23][C:24]=3[CH3:25])[C:13]=2[CH2:12][NH:11][C:10]1=[O:41].[NH2:42][CH:43]1[CH2:48][CH2:47][NH:46][CH2:45][CH2:44]1. Given the product [NH4+:9].[OH-:36].[NH2:42][CH:43]1[CH2:48][CH2:47][N:46]([C:16]2[N:17]=[C:18]([C:19]3[CH:20]=[C:21]([NH:26][C:27](=[O:36])[C:28]4[CH:33]=[CH:32][C:31]([CH3:34])=[C:30]([F:35])[CH:29]=4)[CH:22]=[CH:23][C:24]=3[CH3:25])[C:13]3[CH2:12][NH:11][C:10](=[O:41])[N:9]([C:3]4[C:2]([F:1])=[CH:7][CH:6]=[CH:5][C:4]=4[F:8])[C:14]=3[N:15]=2)[CH2:45][CH2:44]1, predict the reactants needed to synthesize it. (4) Given the product [Cl:1][C:2]1[CH:7]=[N:6][C:5]2[N:8]([S:21]([C:24]3[CH:30]=[CH:29][C:27]([CH3:28])=[CH:26][CH:25]=3)(=[O:23])=[O:22])[CH:9]=[C:10]([I:13])[C:4]=2[C:3]=1[CH:11]=[O:12], predict the reactants needed to synthesize it. The reactants are: [Cl:1][C:2]1[CH:7]=[N:6][C:5]2[NH:8][CH:9]=[CH:10][C:4]=2[C:3]=1[CH:11]=[O:12].[I:13]I.[I-].[Na+].[OH-].[Na+].[H-].[Na+].[S:21](Cl)([C:24]1[CH:30]=[CH:29][C:27]([CH3:28])=[CH:26][CH:25]=1)(=[O:23])=[O:22]. (5) Given the product [F:22][C:19]1[CH:18]=[CH:17][C:16]([C:6]2[C:7]3[C:12](=[CH:11][CH:10]=[C:9]([C:13]([NH:23][CH2:24][C:25]4[CH:30]=[CH:29][CH:28]=[CH:27][N:26]=4)=[O:14])[CH:8]=3)[NH:4][N:5]=2)=[CH:21][CH:20]=1, predict the reactants needed to synthesize it. The reactants are: C([N:4]1[C:12]2[C:7](=[CH:8][C:9]([C:13](Cl)=[O:14])=[CH:10][CH:11]=2)[C:6]([C:16]2[CH:21]=[CH:20][C:19]([F:22])=[CH:18][CH:17]=2)=[N:5]1)(=O)C.[NH2:23][CH2:24][C:25]1[CH:30]=[CH:29][CH:28]=[CH:27][N:26]=1. (6) Given the product [C:45]([N:24]1[CH2:25][CH2:26][CH:21]([N:20]2[C:7](=[O:6])[C@H:8]([NH:27][C:28](=[O:37])[O:29][CH2:30][C:31]3[CH:36]=[CH:35][CH:34]=[CH:33][CH:32]=3)[CH2:9][C:10]3[CH:18]=[CH:17][C:16]4[NH:15][N:14]=[CH:13][C:12]=4[C:11]=3[CH2:19]2)[CH2:22][CH2:23]1)(=[O:47])[CH3:46], predict the reactants needed to synthesize it. The reactants are: CS(O)(=O)=O.[O:6]=[C:7]1[N:20]([CH:21]2[CH2:26][CH2:25][NH:24][CH2:23][CH2:22]2)[CH2:19][C:11]2[C:12]3[CH:13]=[N:14][NH:15][C:16]=3[CH:17]=[CH:18][C:10]=2[CH2:9][C@H:8]1[NH:27][C:28](=[O:37])[O:29][CH2:30][C:31]1[CH:36]=[CH:35][CH:34]=[CH:33][CH:32]=1.C(N(CC)CC)C.[C:45](OC(=O)C)(=[O:47])[CH3:46].C(=O)([O-])[O-].[K+].[K+]. (7) Given the product [C:11]([C:9]1[CH:8]=[CH:7][C:6]2[C:2]([N:25]3[CH2:30][CH2:29][NH:28][C@H:27]([CH3:31])[CH2:26]3)=[CH:3][S:4][C:5]=2[CH:10]=1)#[N:12], predict the reactants needed to synthesize it. The reactants are: Br[C:2]1[C:6]2[CH:7]=[CH:8][C:9]([C:11]#[N:12])=[CH:10][C:5]=2[S:4][CH:3]=1.C(C1C=C2C(=CC=1)C([N:25]1[CH2:30][CH2:29][NH:28][C@H:27]([CH3:31])[CH2:26]1)=CC=C2)#N. (8) Given the product [CH:1]1([C:7]2[C:15]3[C:10](=[CH:11][C:12]([C:16]([O:18][CH3:19])=[O:17])=[CH:13][CH:14]=3)[NH:9][C:8]=2[C:20]2[CH:25]=[CH:24][C:23]([O:26][CH2:38][C:39]3[CH:44]=[CH:43][CH:42]=[CH:41][N:40]=3)=[CH:22][C:21]=2[O:27][CH2:28][O:29][CH3:30])[CH2:6][CH2:5][CH2:4][CH2:3][CH2:2]1, predict the reactants needed to synthesize it. The reactants are: [CH:1]1([C:7]2[C:15]3[C:10](=[CH:11][C:12]([C:16]([O:18][CH3:19])=[O:17])=[CH:13][CH:14]=3)[NH:9][C:8]=2[C:20]2[CH:25]=[CH:24][C:23]([OH:26])=[CH:22][C:21]=2[O:27][CH2:28][O:29][CH3:30])[CH2:6][CH2:5][CH2:4][CH2:3][CH2:2]1.C([O-])([O-])=O.[Cs+].[Cs+].Br[CH2:38][C:39]1[CH:44]=[CH:43][CH:42]=[CH:41][N:40]=1. (9) Given the product [CH3:16][C:15]1[N:7]=[C:2]2[CH:3]=[CH:4][CH:5]=[CH:6][N:1]2[C:9]=1[C:10]([OH:12])=[O:11], predict the reactants needed to synthesize it. The reactants are: [N:1]1[CH:6]=[CH:5][CH:4]=[CH:3][C:2]=1[NH2:7].Cl[CH:9]([C:15](=O)[CH3:16])[C:10]([O:12]CC)=[O:11]. (10) Given the product [F:16][C:17]1[CH:18]=[C:19]([C:2]2[CH:3]=[C:4]([F:15])[CH:5]=[C:6]3[C:10]=2[NH:9][C:8]([C:11]([NH2:13])=[O:12])=[C:7]3[CH3:14])[CH:20]=[CH:21][C:22]=1[F:23], predict the reactants needed to synthesize it. The reactants are: Br[C:2]1[CH:3]=[C:4]([F:15])[CH:5]=[C:6]2[C:10]=1[NH:9][C:8]([C:11]([NH2:13])=[O:12])=[C:7]2[CH3:14].[F:16][C:17]1[CH:18]=[C:19](B(O)O)[CH:20]=[CH:21][C:22]=1[F:23].